This data is from Peptide-MHC class I binding affinity with 185,985 pairs from IEDB/IMGT. The task is: Regression. Given a peptide amino acid sequence and an MHC pseudo amino acid sequence, predict their binding affinity value. This is MHC class I binding data. (1) The peptide sequence is TTLLNETAKV. The MHC is HLA-A02:03 with pseudo-sequence HLA-A02:03. The binding affinity (normalized) is 1.00. (2) The peptide sequence is LLPENNVLSPL. The MHC is HLA-A02:03 with pseudo-sequence HLA-A02:03. The binding affinity (normalized) is 0.861. (3) The peptide sequence is SMRSRARHI. The MHC is HLA-B48:01 with pseudo-sequence HLA-B48:01. The binding affinity (normalized) is 0.0847. (4) The peptide sequence is AWNSLEVEDY. The MHC is HLA-A30:02 with pseudo-sequence HLA-A30:02. The binding affinity (normalized) is 0.407. (5) The peptide sequence is YRTLLMNEL. The MHC is HLA-B27:05 with pseudo-sequence HLA-B27:05. The binding affinity (normalized) is 0.631. (6) The peptide sequence is STMPLSWMY. The MHC is HLA-A30:01 with pseudo-sequence HLA-A30:01. The binding affinity (normalized) is 0.0847. (7) The peptide sequence is KVGYFQHGA. The MHC is HLA-B39:01 with pseudo-sequence HLA-B39:01. The binding affinity (normalized) is 0.0847. (8) The peptide sequence is KTEHCDDFM. The MHC is HLA-A02:03 with pseudo-sequence HLA-A02:03. The binding affinity (normalized) is 0.0597. (9) The peptide sequence is LIRNKRLSL. The MHC is HLA-A32:01 with pseudo-sequence HLA-A32:01. The binding affinity (normalized) is 0.